From a dataset of Peptide-MHC class II binding affinity with 134,281 pairs from IEDB. Regression. Given a peptide amino acid sequence and an MHC pseudo amino acid sequence, predict their binding affinity value. This is MHC class II binding data. (1) The peptide sequence is ITFMQALQLLLEVEQ. The MHC is DRB1_1501 with pseudo-sequence DRB1_1501. The binding affinity (normalized) is 0.571. (2) The peptide sequence is EYKYFAATQFEPLAA. The MHC is HLA-DQA10501-DQB10301 with pseudo-sequence HLA-DQA10501-DQB10301. The binding affinity (normalized) is 0.425. (3) The peptide sequence is FDKYGATISATPESA. The MHC is HLA-DQA10301-DQB10302 with pseudo-sequence HLA-DQA10301-DQB10302. The binding affinity (normalized) is 0.567. (4) The peptide sequence is NGPMAVSMTGVMRGN. The MHC is DRB3_0101 with pseudo-sequence DRB3_0101. The binding affinity (normalized) is 0.502. (5) The peptide sequence is VADAYITLVTLPKSS. The MHC is HLA-DPA10201-DPB11401 with pseudo-sequence HLA-DPA10201-DPB11401. The binding affinity (normalized) is 0.328.